Dataset: Full USPTO retrosynthesis dataset with 1.9M reactions from patents (1976-2016). Task: Predict the reactants needed to synthesize the given product. (1) Given the product [CH2:1]([S:8][C:9]1[CH:14]=[C:13]2[C:12](=[CH:11][CH:10]=1)[N:22]([CH:23]1[CH2:27][CH2:26][CH:25]([C:28]3[CH:33]=[CH:32][CH:31]=[C:30]([F:34])[CH:29]=3)[CH2:24]1)[C:17](=[O:18])[CH:16]=[CH:15]2)[C:2]1[CH:7]=[CH:6][CH:5]=[CH:4][CH:3]=1, predict the reactants needed to synthesize it. The reactants are: [CH2:1]([S:8][C:9]1[CH:10]=[CH:11][C:12]([NH:22][CH:23]2[CH2:27][CH2:26][CH:25]([C:28]3[CH:33]=[CH:32][CH:31]=[C:30]([F:34])[CH:29]=3)[CH2:24]2)=[C:13](/[CH:15]=[CH:16]/[C:17](OCC)=[O:18])[CH:14]=1)[C:2]1[CH:7]=[CH:6][CH:5]=[CH:4][CH:3]=1.C[O-].[Na+]. (2) Given the product [S:17]1[CH:18]=[CH:19][N:20]=[C:16]1[NH:12][C:6]1[C:5]2[C:9](=[CH:10][CH:11]=[C:3]([C:2]([F:1])([F:13])[F:14])[CH:4]=2)[NH:8][N:7]=1, predict the reactants needed to synthesize it. The reactants are: [F:1][C:2]([F:14])([F:13])[C:3]1[CH:4]=[C:5]2[C:9](=[CH:10][CH:11]=1)[NH:8][N:7]=[C:6]2[NH2:12].Br[C:16]1[S:17][CH:18]=[CH:19][N:20]=1. (3) The reactants are: [CH:1]([N:4]1[CH2:19][CH:7]2[CH2:8][N:9](C(OC(C)(C)C)=O)[CH2:10][CH2:11][N:6]2[C:5]1=[O:20])([CH3:3])[CH3:2].C(O)(C(F)(F)F)=O. Given the product [CH:1]([N:4]1[CH2:19][CH:7]2[CH2:8][NH:9][CH2:10][CH2:11][N:6]2[C:5]1=[O:20])([CH3:3])[CH3:2], predict the reactants needed to synthesize it. (4) Given the product [O:16]1[C:15]2[CH:17]=[CH:18][CH:19]=[CH:21][C:4]=2[CH:3]=[CH:2][NH:1]1, predict the reactants needed to synthesize it. The reactants are: [NH2:1][CH2:2][CH2:3][CH2:4][Si](OCC)(OCC)OCC.[C:15]1(C=[CH:21][C:19](O)=[CH:18][CH:17]=1)[OH:16]. (5) Given the product [CH2:26]([N:10]1[C:9]2[N:8]=[C:7]([CH2:6][C:5]3[CH:4]=[CH:3][C:2]([NH:1][S:41]([C:38]4[CH:37]=[CH:36][C:35]([O:34][C:33]([F:32])([F:45])[F:46])=[CH:40][CH:39]=4)(=[O:43])=[O:42])=[CH:31][CH:30]=3)[NH:15][C:14]=2[C:13](=[O:16])[N:12]([CH2:17][C:18]2[CH:23]=[CH:22][CH:21]=[CH:20][C:19]=2[F:24])[C:11]1=[O:25])[CH2:27][CH2:28][CH3:29], predict the reactants needed to synthesize it. The reactants are: [NH2:1][C:2]1[CH:31]=[CH:30][C:5]([CH2:6][C:7]2[NH:15][C:14]3[C:13](=[O:16])[N:12]([CH2:17][C:18]4[CH:23]=[CH:22][CH:21]=[CH:20][C:19]=4[F:24])[C:11](=[O:25])[N:10]([CH2:26][CH2:27][CH2:28][CH3:29])[C:9]=3[N:8]=2)=[CH:4][CH:3]=1.[F:32][C:33]([F:46])([F:45])[O:34][C:35]1[CH:40]=[CH:39][C:38]([S:41](Cl)(=[O:43])=[O:42])=[CH:37][CH:36]=1. (6) Given the product [C:4]([O:3][C:1]([N:8]1[CH2:12][CH:11]2[CH:10]([O:21]2)[CH2:9]1)=[O:2])([CH3:7])([CH3:6])[CH3:5], predict the reactants needed to synthesize it. The reactants are: [C:1]([N:8]1[CH2:12][CH2:11][CH:10]=[CH:9]1)([O:3][C:4]([CH3:7])([CH3:6])[CH3:5])=[O:2].ClC1C=CC=C(C(OO)=[O:21])C=1. (7) Given the product [CH2:54]([O:61][C:62]([N:64]1[CH2:73][CH2:72][C:71]2[C:66](=[C:67]([C:38]3[CH:37]=[C:36]([CH:34]([C:33]([O:32][CH2:30][CH3:31])=[O:45])[CH3:35])[CH:41]=[CH:40][C:39]=3[O:42][CH3:43])[CH:68]=[CH:69][C:70]=2[F:74])[CH2:65]1)=[O:63])[C:55]1[CH:56]=[CH:57][CH:58]=[CH:59][CH:60]=1, predict the reactants needed to synthesize it. The reactants are: C1(P(C2CCCCC2)C2C=CC=CC=2C2C(OC)=CC=CC=2OC)CCCCC1.[CH2:30]([O:32][C:33](=[O:45])[CH:34]([C:36]1[CH:41]=[CH:40][C:39]([O:42][CH3:43])=[C:38](Br)[CH:37]=1)[CH3:35])[CH3:31].P([O-])([O-])([O-])=O.[K+].[K+].[K+].[CH2:54]([O:61][C:62]([N:64]1[CH2:73][CH2:72][C:71]2[C:66](=[C:67](B3OC(C)(C)C(C)(C)O3)[CH:68]=[CH:69][C:70]=2[F:74])[CH2:65]1)=[O:63])[C:55]1[CH:60]=[CH:59][CH:58]=[CH:57][CH:56]=1. (8) Given the product [NH2:30][C:29]1[S:28][C:27]([C:44]2[CH:45]=[CH:46][C:41]([C:39]#[N:40])=[CH:42][CH:43]=2)=[N:26][C:25]=1[C:23]([NH:22][C:17]1[CH:18]=[N:19][N:20]([CH3:21])[C:16]=1[N:13]1[CH2:12][CH2:11][CH:10]([CH2:9][NH2:8])[CH2:15][CH2:14]1)=[O:24], predict the reactants needed to synthesize it. The reactants are: C(OC([NH:8][CH2:9][CH:10]1[CH2:15][CH2:14][N:13]([C:16]2[N:20]([CH3:21])[N:19]=[CH:18][C:17]=2[NH:22][C:23]([C:25]2[N:26]=[C:27](Br)[S:28][C:29]=2[NH:30]C(=O)OC(C)(C)C)=[O:24])[CH2:12][CH2:11]1)=O)CCC.[C:39]([C:41]1[CH:46]=[CH:45][C:44](B(O)O)=[CH:43][CH:42]=1)#[N:40]. (9) Given the product [C:1]([O:5][C:6](=[O:22])[NH:7][C@@H:8]([CH2:15][C:16]1[CH:17]=[CH:18][CH:19]=[CH:20][CH:21]=1)[C@H:9]([OH:14])[CH2:10][NH2:11])([CH3:4])([CH3:2])[CH3:3], predict the reactants needed to synthesize it. The reactants are: [C:1]([O:5][C:6](=[O:22])[NH:7][C@@H:8]([CH2:15][C:16]1[CH:21]=[CH:20][CH:19]=[CH:18][CH:17]=1)[C@H:9]([OH:14])[CH2:10][N:11]=[N+]=[N-])([CH3:4])([CH3:3])[CH3:2]. (10) Given the product [OH:26][C:16]([C:13]1[CH:12]=[CH:11][C:10]([NH:9][CH2:1][C:2]2[CH:7]=[CH:6][CH:5]=[CH:4][CH:3]=2)=[CH:15][CH:14]=1)([CH3:25])[CH2:17][NH:18][S:19]([CH:22]([CH3:23])[CH3:24])(=[O:21])=[O:20], predict the reactants needed to synthesize it. The reactants are: [CH:1](=O)[C:2]1[CH:7]=[CH:6][CH:5]=[CH:4][CH:3]=1.[NH2:9][C:10]1[CH:15]=[CH:14][C:13]([C:16]([OH:26])([CH3:25])[CH2:17][NH:18][S:19]([CH:22]([CH3:24])[CH3:23])(=[O:21])=[O:20])=[CH:12][CH:11]=1.[BH4-].[Na+].